This data is from Forward reaction prediction with 1.9M reactions from USPTO patents (1976-2016). The task is: Predict the product of the given reaction. (1) Given the reactants [CH3:1][O:2][C:3]1[CH:4]=[C:5]([CH:23]=[CH:24][C:25]=1[O:26][CH3:27])[CH2:6][CH:7]1[C:16]2[C:11](=[CH:12][C:13]([O:21][CH3:22])=[C:14]([O:17][CH:18]([CH3:20])[CH3:19])[CH:15]=2)[CH2:10][CH2:9][NH:8]1.Br[CH2:29][C:30](Br)=[O:31].[NH2:33][CH:34]1[C:42]2[C:37](=[C:38]([CH3:43])[CH:39]=[CH:40][CH:41]=2)[CH2:36][CH2:35]1, predict the reaction product. The product is: [CH3:1][O:2][C:3]1[CH:4]=[C:5]([CH:23]=[CH:24][C:25]=1[O:26][CH3:27])[CH2:6][CH:7]1[C:16]2[C:11](=[CH:12][C:13]([O:21][CH3:22])=[C:14]([O:17][CH:18]([CH3:20])[CH3:19])[CH:15]=2)[CH2:10][CH2:9][N:8]1[CH2:29][C:30]([NH:33][CH:34]1[C:42]2[C:37](=[C:38]([CH3:43])[CH:39]=[CH:40][CH:41]=2)[CH2:36][CH2:35]1)=[O:31]. (2) Given the reactants [F:1][C:2]1[C:7]([F:8])=[CH:6][C:5]([C:9]2([CH2:24]O)[C:17]3[C:12](=[CH:13][CH:14]=[CH:15][CH:16]=3)[N:11]([CH2:18][CH2:19][CH2:20][CH2:21][CH3:22])[C:10]2=[O:23])=[C:4]([OH:26])[CH:3]=1.C1(CCN2C3C(=CC=CC=3)C(C3C(O)=CC4OCOC=4C=3)(CO)C2=O)CC1, predict the reaction product. The product is: [F:8][C:7]1[C:2]([F:1])=[CH:3][C:4]2[O:26][CH2:24][C:9]3([C:17]4[C:12](=[CH:13][CH:14]=[CH:15][CH:16]=4)[N:11]([CH2:18][CH2:19][CH2:20][CH2:21][CH3:22])[C:10]3=[O:23])[C:5]=2[CH:6]=1. (3) Given the reactants [Cl:1][C:2]1[CH:15]=[C:14]([N+:16]([O-])=O)[CH:13]=[CH:12][C:3]=1[O:4][CH2:5][C:6]1[CH:11]=[CH:10][CH:9]=[CH:8][N:7]=1.CCOC(C)=O, predict the reaction product. The product is: [Cl:1][C:2]1[CH:15]=[C:14]([NH2:16])[CH:13]=[CH:12][C:3]=1[O:4][CH2:5][C:6]1[CH:11]=[CH:10][CH:9]=[CH:8][N:7]=1.